The task is: Predict the reactants needed to synthesize the given product.. This data is from Full USPTO retrosynthesis dataset with 1.9M reactions from patents (1976-2016). (1) Given the product [C:24]([OH:27])(=[O:26])[CH3:25].[C:24]([OH:27])(=[O:26])[CH3:25].[CH3:3][N:2]([CH2:4][C@H:5]1[CH2:10][CH2:9][C@H:8]([NH2:11])[CH2:7][CH2:6]1)[CH3:1], predict the reactants needed to synthesize it. The reactants are: [CH3:1][N:2]([CH2:4][CH:5]1[CH2:10][CH2:9][CH:8]([NH:11]C(=O)OCC2C=CC=CC=2)[CH2:7][CH2:6]1)[CH3:3].CO.[C:24]([OH:27])(=[O:26])[CH3:25]. (2) Given the product [Cl:13][C:10]1[C:9]2[C:4](=[C:5]([Cl:15])[CH:6]=[CH:7][C:8]=2[F:14])[N:3]=[C:2]([C:21]2[CH:26]=[CH:25][CH:24]=[CH:23][N:22]=2)[C:11]=1[CH3:12], predict the reactants needed to synthesize it. The reactants are: Cl[C:2]1[C:11]([CH3:12])=[C:10]([Cl:13])[C:9]2[C:4](=[C:5]([Cl:15])[CH:6]=[CH:7][C:8]=2[F:14])[N:3]=1.C([Sn](CCCC)(CCCC)[C:21]1[CH:26]=[CH:25][CH:24]=[CH:23][N:22]=1)CCC. (3) Given the product [CH2:1]([N:5]1[C:15]2[C:10](=[CH:11][CH:12]=[C:13]([O:16][CH3:17])[CH:14]=2)/[C:8](=[N:27]/[NH:26][C:18](=[O:25])[C:19]2[CH:24]=[CH:23][CH:22]=[CH:21][CH:20]=2)/[C:6]1=[O:7])[CH2:2][CH2:3][CH3:4], predict the reactants needed to synthesize it. The reactants are: [CH2:1]([N:5]1[C:15]2[C:10](=[CH:11][CH:12]=[C:13]([O:16][CH3:17])[CH:14]=2)[C:8](=O)[C:6]1=[O:7])[CH2:2][CH2:3][CH3:4].[C:18]([NH:26][NH2:27])(=[O:25])[C:19]1[CH:24]=[CH:23][CH:22]=[CH:21][CH:20]=1. (4) Given the product [NH2:9][C:5]1[CH:4]=[C:3]([CH3:10])[C:2]([C:18]#[N:19])=[C:7]([CH3:8])[N:6]=1, predict the reactants needed to synthesize it. The reactants are: I[C:2]1[C:3]([CH3:10])=[CH:4][C:5]([NH2:9])=[N:6][C:7]=1[CH3:8].C(OCC)(=O)C.O.[CH3:18][N:19](C=O)C. (5) Given the product [NH3:4].[F:36][C:37]1[CH:38]=[C:39]([CH:43]=[CH:44][C:45]=1[OH:46])[C:40]([N:4]([CH3:3])[CH2:5][CH2:6][CH2:7][CH2:8][CH2:9][CH2:10][CH2:11][CH2:12][CH2:13][N:14]1[CH2:15][CH2:16][CH:17]([O:20][C:21](=[O:35])[NH:22][C:23]2[CH:28]=[CH:27][CH:26]=[CH:25][C:24]=2[C:29]2[CH:30]=[CH:31][CH:32]=[CH:33][CH:34]=2)[CH2:18][CH2:19]1)=[O:42], predict the reactants needed to synthesize it. The reactants are: Cl.Cl.[CH3:3][NH:4][CH2:5][CH2:6][CH2:7][CH2:8][CH2:9][CH2:10][CH2:11][CH2:12][CH2:13][N:14]1[CH2:19][CH2:18][CH:17]([O:20][C:21](=[O:35])[NH:22][C:23]2[CH:28]=[CH:27][CH:26]=[CH:25][C:24]=2[C:29]2[CH:34]=[CH:33][CH:32]=[CH:31][CH:30]=2)[CH2:16][CH2:15]1.[F:36][C:37]1[CH:38]=[C:39]([CH:43]=[CH:44][C:45]=1[OH:46])[C:40]([OH:42])=O.C(N(CC)CC)C.Cl.CN(C)CCCN=C=NCC.C(=O)([O-])[O-].[K+].[K+]. (6) Given the product [CH2:1]([N:3]([CH2:4][C:5]1[CH:10]=[CH:9][CH:8]=[CH:7][N:6]=1)[C:28](=[O:29])[CH2:27][NH:26][C:23]1[CH:24]=[CH:25][C:20]([CH3:31])=[CH:21][CH:22]=1)[CH3:2], predict the reactants needed to synthesize it. The reactants are: [CH2:1]([NH:3][CH2:4][C:5]1[CH:10]=[CH:9][CH:8]=[CH:7][N:6]=1)[CH3:2].CCN(C(C)C)C(C)C.[C:20]1([CH3:31])[CH:25]=[CH:24][C:23]([NH:26][CH2:27][C:28](O)=[O:29])=[CH:22][CH:21]=1.CN(C(ON1N=NC2C=CC=CC1=2)=[N+](C)C)C.[B-](F)(F)(F)F. (7) Given the product [Br:1][C:2]1[CH:9]=[CH:8][C:5]([CH2:6][O:20][C:13]2[CH:18]=[CH:17][C:16]([Cl:19])=[CH:15][N:14]=2)=[CH:4][CH:3]=1, predict the reactants needed to synthesize it. The reactants are: [Br:1][C:2]1[CH:9]=[CH:8][C:5]([CH2:6]Br)=[CH:4][CH:3]=1.[H-].[Na+].Cl[C:13]1[CH:18]=[CH:17][C:16]([Cl:19])=[CH:15][N:14]=1.[O:20]1CCCC1.